This data is from Full USPTO retrosynthesis dataset with 1.9M reactions from patents (1976-2016). The task is: Predict the reactants needed to synthesize the given product. (1) The reactants are: [N:1]1[CH:6]=[CH:5][CH:4]=[C:3](B(O)O)[CH:2]=1.C(=O)([O-])[O-].[Na+].[Na+].C(Cl)Cl.FC(F)(F)S(O[C:25]1[CH:30]=[CH:29][CH:28]=[C:27]([C@:31]2([OH:48])[C:38]3[N:34]([CH:35]=[N:36][CH:37]=3)[C@@H:33]([C:39]3[CH:44]=[CH:43][C:42]([C:45]#[N:46])=[CH:41][C:40]=3[F:47])[CH2:32]2)[CH:26]=1)(=O)=O. Given the product [F:47][C:40]1[CH:41]=[C:42]([CH:43]=[CH:44][C:39]=1[C@@H:33]1[N:34]2[CH:35]=[N:36][CH:37]=[C:38]2[C@@:31]([OH:48])([C:27]2[CH:26]=[CH:25][CH:30]=[C:29]([C:3]3[CH:2]=[N:1][CH:6]=[CH:5][CH:4]=3)[CH:28]=2)[CH2:32]1)[C:45]#[N:46], predict the reactants needed to synthesize it. (2) Given the product [Cl:1][C:2]1[C:11]2[N:12]=[C:13]([CH2:26][OH:27])[N:14]([CH2:15][CH:16]([CH3:18])[CH3:17])[C:10]=2[C:9]2[CH:8]=[CH:7][CH:6]=[CH:5][C:4]=2[N:3]=1, predict the reactants needed to synthesize it. The reactants are: [Cl:1][C:2]1[C:11]2[N:12]=[CH:13][N:14]([CH2:15][CH:16]([CH3:18])[CH3:17])[C:10]=2[C:9]2[CH:8]=[CH:7][CH:6]=[CH:5][C:4]=2[N:3]=1.CC1C([C:26](O)=[O:27])=CC=CC=1.C[O-].[Na+].C(OCC)(=O)C.C(O)(=O)C. (3) Given the product [NH:20]1[C:28]2[C:23](=[C:24]([CH2:29][NH:30][C:2]3[CH:7]=[C:6]([C:8]4[CH:9]=[N:10][CH:11]=[CH:12][CH:13]=4)[N:5]=[C:4]([C:14]4[CH:19]=[CH:18][CH:17]=[CH:16][N:15]=4)[N:3]=3)[CH:25]=[CH:26][CH:27]=2)[CH:22]=[CH:21]1, predict the reactants needed to synthesize it. The reactants are: Cl[C:2]1[CH:7]=[C:6]([C:8]2[CH:9]=[N:10][CH:11]=[CH:12][CH:13]=2)[N:5]=[C:4]([C:14]2[CH:19]=[CH:18][CH:17]=[CH:16][N:15]=2)[N:3]=1.[NH:20]1[C:28]2[C:23](=[C:24]([CH2:29][NH2:30])[CH:25]=[CH:26][CH:27]=2)[CH:22]=[CH:21]1.C([O-])([O-])=O.[K+].[K+]. (4) Given the product [C:1]([O:24][C:21]1[CH:22]=[CH:23][C:18]([C:15]2[O:16][C:17]3[C:9]([Br:8])=[CH:10][C:11]([O:26][C:28](=[O:27])[CH3:29])=[CH:12][C:13]=3[N:14]=2)=[CH:19][C:20]=1[F:25])(=[O:3])[CH3:2], predict the reactants needed to synthesize it. The reactants are: [C:1](OC(=O)C)(=[O:3])[CH3:2].[Br:8][C:9]1[C:17]2[O:16][C:15]([C:18]3[CH:23]=[CH:22][C:21]([OH:24])=[C:20]([F:25])[CH:19]=3)=[N:14][C:13]=2[CH:12]=[C:11]([OH:26])[CH:10]=1.[O:27]1CCO[CH2:29][CH2:28]1. (5) Given the product [C:1]([O:5][C:6]([N:8]([CH3:10])[NH:9][C:14]1[CH:15]=[CH:16][CH:17]=[C:12]([Cl:11])[C:13]=1[F:21])=[O:7])([CH3:4])([CH3:3])[CH3:2], predict the reactants needed to synthesize it. The reactants are: [C:1]([O:5][C:6]([N:8]([CH3:10])[NH2:9])=[O:7])([CH3:4])([CH3:3])[CH3:2].[Cl:11][C:12]1[C:13]([F:21])=[C:14](B(O)O)[CH:15]=[CH:16][CH:17]=1.C(N(CC)CC)C. (6) Given the product [Br:1][C:2]1[C:10]2[S:9][C:8]([NH:15][C@@H:16]3[CH2:21][CH2:20][CH2:19][CH2:18][C@H:17]3[OH:22])=[N:7][C:6]=2[CH:5]=[CH:4][C:3]=1[O:12][CH3:13], predict the reactants needed to synthesize it. The reactants are: [Br:1][C:2]1[C:10]2[S:9][C:8](Cl)=[N:7][C:6]=2[CH:5]=[CH:4][C:3]=1[O:12][CH3:13].Cl.[NH2:15][C@@H:16]1[CH2:21][CH2:20][CH2:19][CH2:18][C@H:17]1[OH:22].CCN(C(C)C)C(C)C. (7) Given the product [O:1]=[C:2]1[C@H:8]([CH2:9][C:10]([OH:12])=[O:11])[CH2:7][C:6]2[CH:14]=[CH:15][C:16]([O:18][CH2:19][CH2:20][CH2:21][NH:22][C:23]3[CH:28]=[CH:27][CH:26]=[CH:25][N:24]=3)=[CH:17][C:5]=2[CH2:4][N:3]1[CH2:29][C:30]1[CH:35]=[CH:34][C:33]([F:36])=[C:32]([F:37])[C:31]=1[F:38], predict the reactants needed to synthesize it. The reactants are: [O:1]=[C:2]1[C@H:8]([CH2:9][C:10]([O:12]C)=[O:11])[CH2:7][C:6]2[CH:14]=[CH:15][C:16]([O:18][CH2:19][CH2:20][CH2:21][NH:22][C:23]3[CH:28]=[CH:27][CH:26]=[CH:25][N:24]=3)=[CH:17][C:5]=2[CH2:4][N:3]1[CH2:29][C:30]1[CH:35]=[CH:34][C:33]([F:36])=[C:32]([F:37])[C:31]=1[F:38].C(O)(C(F)(F)F)=O.